From a dataset of Catalyst prediction with 721,799 reactions and 888 catalyst types from USPTO. Predict which catalyst facilitates the given reaction. (1) Reactant: C([O-])(=O)C.[NH4+].[C:6]([C:9]1[N:14]=[CH:13][C:12]([NH:15][C:16]2[N:21]=[C:20]([CH2:22][CH2:23][C:24]3[CH:29]=[CH:28][CH:27]=[CH:26][C:25]=3[CH2:30][C:31]([NH2:33])=[O:32])[C:19]([C:34]([F:37])([F:36])[F:35])=[CH:18][N:17]=2)=[CH:11][CH:10]=1)(=O)[CH3:7].C([BH3-])#[N:39].[Na+].[OH-].[K+]. Product: [NH2:39][CH:6]([C:9]1[N:14]=[CH:13][C:12]([NH:15][C:16]2[N:21]=[C:20]([CH2:22][CH2:23][C:24]3[CH:29]=[CH:28][CH:27]=[CH:26][C:25]=3[CH2:30][C:31]([NH2:33])=[O:32])[C:19]([C:34]([F:37])([F:35])[F:36])=[CH:18][N:17]=2)=[CH:11][CH:10]=1)[CH3:7]. The catalyst class is: 92. (2) Reactant: [CH3:1][O:2][C:3]([C:5]1[N:10]=[C:9](Br)[C:8]2[N:12]=[C:13]([C:15]3[CH:20]=[CH:19][CH:18]=[CH:17][CH:16]=3)[O:14][C:7]=2[C:6]=1[O:21][C:22](=[O:27])[C:23]([CH3:26])([CH3:25])[CH3:24])=[O:4].[CH3:28][O:29][C:30]1[CH:31]=[C:32](B(O)O)[CH:33]=[CH:34][CH:35]=1.C(=O)([O-])[O-].[K+].[K+]. Product: [CH3:1][O:2][C:3]([C:5]1[N:10]=[C:9]([C:34]2[CH:33]=[CH:32][CH:31]=[C:30]([O:29][CH3:28])[CH:35]=2)[C:8]2[N:12]=[C:13]([C:15]3[CH:20]=[CH:19][CH:18]=[CH:17][CH:16]=3)[O:14][C:7]=2[C:6]=1[O:21][C:22](=[O:27])[C:23]([CH3:26])([CH3:25])[CH3:24])=[O:4].[CH3:1][O:2][C:3]([C:5]1[N:10]=[C:9]([C:34]2[CH:33]=[CH:32][CH:31]=[C:30]([O:29][CH3:28])[CH:35]=2)[C:8]2[N:12]=[C:13]([C:15]3[CH:20]=[CH:19][CH:18]=[CH:17][CH:16]=3)[O:14][C:7]=2[C:6]=1[OH:21])=[O:4]. The catalyst class is: 660. (3) Reactant: [F:1][C:2]1[CH:7]=[CH:6][C:5]([C:8](=O)[CH2:9][C:10]2[C:11]([C:16]([OH:18])=O)=[N:12][CH:13]=[CH:14][CH:15]=2)=[CH:4][CH:3]=1.[CH2:20]([NH2:23])[CH2:21][NH2:22]. Product: [F:1][C:2]1[CH:3]=[CH:4][C:5]([C:8]23[NH:23][CH2:20][CH2:21][N:22]2[C:16](=[O:18])[C:11]2[N:12]=[CH:13][CH:14]=[CH:15][C:10]=2[CH2:9]3)=[CH:6][CH:7]=1. The catalyst class is: 525. (4) Reactant: [CH2:1]([O:8][C:9]1[CH:14]=[CH:13][C:12]([C:15]2[NH:19][N:18]=[N:17][N:16]=2)=[CH:11][C:10]=1[F:20])[C:2]1[CH:7]=[CH:6][CH:5]=[CH:4][CH:3]=1.[H-].[Na+].Br[CH2:24][CH2:25][O:26][Si:27]([CH3:30])([CH3:29])[CH3:28]. Product: [CH2:1]([O:8][C:9]1[CH:14]=[CH:13][C:12]([C:15]2[N:19]([CH2:24][CH2:25][O:26][Si:27]([CH3:30])([CH3:29])[CH3:28])[N:18]=[N:17][N:16]=2)=[CH:11][C:10]=1[F:20])[C:2]1[CH:3]=[CH:4][CH:5]=[CH:6][CH:7]=1.[CH2:1]([O:8][C:9]1[CH:14]=[CH:13][C:12]([C:15]2[N:16]=[N:17][N:18]([CH2:24][CH2:25][O:26][Si:27]([CH3:30])([CH3:29])[CH3:28])[N:19]=2)=[CH:11][C:10]=1[F:20])[C:2]1[CH:3]=[CH:4][CH:5]=[CH:6][CH:7]=1. The catalyst class is: 9. (5) Reactant: [Cl:1][C:2]1[S:6][C:5]2[C:7]3([O:13][CH2:14][C:15]([F:17])([F:16])[C:4]=2[CH:3]=1)[CH2:12][CH2:11][NH:10][CH2:9][CH2:8]3.[F:18][C:19]1[CH:24]=[CH:23][CH:22]=[C:21]([N+:25]([O-:27])=[O:26])[C:20]=1[N:28]1[CH:32]=[C:31]([CH:33]=O)[C:30]([CH3:35])=[N:29]1.N1C=CC=N1.C(O[BH-](OC(=O)C)OC(=O)C)(=O)C.[Na+]. Product: [Cl:1][C:2]1[S:6][C:5]2[C:7]3([O:13][CH2:14][C:15]([F:16])([F:17])[C:4]=2[CH:3]=1)[CH2:8][CH2:9][N:10]([CH2:33][C:31]1[C:30]([CH3:35])=[N:29][N:28]([C:20]2[C:21]([N+:25]([O-:27])=[O:26])=[CH:22][CH:23]=[CH:24][C:19]=2[F:18])[CH:32]=1)[CH2:11][CH2:12]3. The catalyst class is: 4. (6) Product: [CH3:1][C:2]1[N:6]([CH2:19][CH2:20][C:21]2[CH:26]=[CH:25][CH:24]=[CH:23][CH:22]=2)[CH:5]=[N:4][C:3]=1[C:7]1[CH:8]=[CH:9][CH:10]=[CH:11][CH:12]=1.[CH3:1][C:2]1[N:6]=[CH:5][N:4]([CH2:19][CH2:20][C:21]2[CH:26]=[CH:25][CH:24]=[CH:23][CH:22]=2)[C:3]=1[C:7]1[CH:8]=[CH:9][CH:10]=[CH:11][CH:12]=1. Reactant: [CH3:1][C:2]1[NH:6][CH:5]=[N:4][C:3]=1[C:7]1[CH:12]=[CH:11][CH:10]=[CH:9][CH:8]=1.C([O-])([O-])=O.[K+].[K+].[CH2:19](OS(C)(=O)=O)[CH2:20][C:21]1[CH:26]=[CH:25][CH:24]=[CH:23][CH:22]=1. The catalyst class is: 10. (7) Reactant: [F:1][C:2]1[CH:3]=[C:4]([CH:18]=[CH:19][CH:20]=1)[CH2:5][NH:6][C:7]1[N:17]=[CH:16][CH:15]=[CH:14][C:8]=1[C:9]([O:11]CC)=[O:10].[OH-].[Na+]. Product: [F:1][C:2]1[CH:3]=[C:4]([CH:18]=[CH:19][CH:20]=1)[CH2:5][NH:6][C:7]1[N:17]=[CH:16][CH:15]=[CH:14][C:8]=1[C:9]([OH:11])=[O:10]. The catalyst class is: 7. (8) Reactant: Cl[C:2]1[C:11]2[C:6](=[CH:7][CH:8]=[CH:9][CH:10]=2)[N:5]2[N:12]=[N:13][N:14]=[C:4]2[C:3]=1[N+:15]([O-:17])=[O:16].ClCCl.C(N(CC)CC)C.[N:28]1[CH:33]=[CH:32][CH:31]=[C:30]([CH2:34][CH2:35][CH2:36][O:37][CH2:38][CH2:39][NH2:40])[CH:29]=1. Product: [N+:15]([C:3]1[C:4]2[N:5]([N:12]=[N:13][N:14]=2)[C:6]2[C:11]([C:2]=1[NH:40][CH2:39][CH2:38][O:37][CH2:36][CH2:35][CH2:34][C:30]1[CH:29]=[N:28][CH:33]=[CH:32][CH:31]=1)=[CH:10][CH:9]=[CH:8][CH:7]=2)([O-:17])=[O:16]. The catalyst class is: 8. (9) Reactant: [Cl:1][C:2]1[CH:3]=[CH:4][C:5]([C:10]2[O:14][N:13]=[C:12]([CH3:15])[N:11]=2)=[C:6]([CH2:8][OH:9])[CH:7]=1. Product: [Cl:1][C:2]1[CH:3]=[CH:4][C:5]([C:10]2[O:14][N:13]=[C:12]([CH3:15])[N:11]=2)=[C:6]([CH:7]=1)[CH:8]=[O:9]. The catalyst class is: 177.